Dataset: CYP2C9 inhibition data for predicting drug metabolism from PubChem BioAssay. Task: Regression/Classification. Given a drug SMILES string, predict its absorption, distribution, metabolism, or excretion properties. Task type varies by dataset: regression for continuous measurements (e.g., permeability, clearance, half-life) or binary classification for categorical outcomes (e.g., BBB penetration, CYP inhibition). Dataset: cyp2c9_veith. (1) The drug is CCCCCn1c(CN2CCCCC2C)nc2c1c(=O)n(C)c(=O)n2C. The result is 1 (inhibitor). (2) The molecule is O=C(c1ccncc1)N1CCC2(CC1)CCN(c1ccc(-c3ccccc3)cc1)CC2. The result is 0 (non-inhibitor).